From a dataset of Forward reaction prediction with 1.9M reactions from USPTO patents (1976-2016). Predict the product of the given reaction. (1) Given the reactants [CH3:1][N:2]1[C:7]2[C:8](C)=[CH:9][NH:10][C:6]=2[C:5](=[O:12])[N:4]([CH3:13])[C:3]1=[O:14].Br[CH2:16][C:17]([NH:19][C:20]1[S:21][CH:22]=[C:23]([C:25]2[CH:30]=[C:29]([F:31])[C:28]([O:32][CH2:33][C:34]3[CH:39]=[CH:38][C:37]([C:40]([F:43])([F:42])[F:41])=[CH:36][CH:35]=3)=[C:27]([F:44])[CH:26]=2)[N:24]=1)=[O:18].[H-].[Na+], predict the reaction product. The product is: [CH3:1][N:2]1[C:7]2[CH:8]=[CH:9][N:10]([CH2:16][C:17]([NH:19][C:20]3[S:21][CH:22]=[C:23]([C:25]4[CH:26]=[C:27]([F:44])[C:28]([O:32][CH2:33][C:34]5[CH:39]=[CH:38][C:37]([C:40]([F:43])([F:41])[F:42])=[CH:36][CH:35]=5)=[C:29]([F:31])[CH:30]=4)[N:24]=3)=[O:18])[C:6]=2[C:5](=[O:12])[N:4]([CH3:13])[C:3]1=[O:14]. (2) Given the reactants [C:1]1([C:7]2[C:11]([C:12]3[CH:17]=[CH:16][CH:15]=[CH:14][CH:13]=3)=[CH:10][S:9][CH:8]=2)[CH:6]=[CH:5][CH:4]=[CH:3][CH:2]=1.C([Li])CCC.CCCCCC.Br[C:30]1[CH:35]=[CH:34][CH:33]=[C:32]([C:36]2[CH:41]=[CH:40][CH:39]=[CH:38][N:37]=2)[N:31]=1, predict the reaction product. The product is: [N:31]1[CH:30]=[CH:35][CH:34]=[CH:33][C:32]=1[C:36]1[N:37]=[C:38]([C:10]2[S:9][CH:8]=[C:7]([C:1]3[CH:6]=[CH:5][CH:4]=[CH:3][CH:2]=3)[C:11]=2[C:12]2[CH:13]=[CH:14][CH:15]=[CH:16][CH:17]=2)[CH:39]=[CH:40][CH:41]=1. (3) Given the reactants [CH3:1][O:2][C:3]1[CH:4]=[C:5]2[C:10](=[CH:11][CH:12]=1)[CH:9]=[C:8](Br)[CH:7]=[CH:6]2.[CH3:14][O:15][C:16]1[CH:17]=[C:18](B(O)O)[CH:19]=[CH:20][CH:21]=1, predict the reaction product. The product is: [CH3:1][O:2][C:3]1[CH:12]=[CH:11][C:10]2[C:5](=[CH:6][CH:7]=[C:8]([C:20]3[CH:19]=[CH:18][CH:17]=[C:16]([O:15][CH3:14])[CH:21]=3)[CH:9]=2)[CH:4]=1.